The task is: Binary Classification. Given a T-cell receptor sequence (or CDR3 region) and an epitope sequence, predict whether binding occurs between them.. This data is from TCR-epitope binding with 47,182 pairs between 192 epitopes and 23,139 TCRs. (1) Result: 0 (the TCR does not bind to the epitope). The epitope is GILGFVFTL. The TCR CDR3 sequence is CSVKGQGTEAFF. (2) The epitope is MPASWVMRI. The TCR CDR3 sequence is CAWSLYYTGHEQYF. Result: 0 (the TCR does not bind to the epitope). (3) The epitope is KMQRMLLEK. The TCR CDR3 sequence is CASSQEEDGYSGNTIYF. Result: 0 (the TCR does not bind to the epitope). (4) Result: 1 (the TCR binds to the epitope). The epitope is KLPDDFTGCV. The TCR CDR3 sequence is CASSQVVRAGFDEQFF. (5) The epitope is KLSYGIATV. Result: 1 (the TCR binds to the epitope). The TCR CDR3 sequence is CSASGTSGIEQYF. (6) The epitope is TPINLVRDL. The TCR CDR3 sequence is CASSSEPRGTDTQYF. Result: 0 (the TCR does not bind to the epitope). (7) The epitope is GLCTLVAML. The TCR CDR3 sequence is CASSPGPYTLNTGELFF. Result: 1 (the TCR binds to the epitope). (8) The epitope is YFPLQSYGF. The TCR CDR3 sequence is CSVWTGEKHEAFF. Result: 0 (the TCR does not bind to the epitope). (9) The epitope is SFHSLHLLF. The TCR CDR3 sequence is CASSSSGGPQETQYF. Result: 0 (the TCR does not bind to the epitope).